Dataset: Forward reaction prediction with 1.9M reactions from USPTO patents (1976-2016). Task: Predict the product of the given reaction. The product is: [CH3:20][O:21][C:22]1[CH:27]=[CH:26][C:25]([N:28]2[C:9](=[O:11])[C:3]3([CH2:4][CH2:5][CH2:6][CH2:7][CH2:8]3)[NH:2][C:29]2=[O:30])=[CH:24][CH:23]=1. Given the reactants Cl.[NH2:2][C:3]1([C:9]([O:11]CC)=O)[CH2:8][CH2:7][CH2:6][CH2:5][CH2:4]1.C([O-])([O-])=O.[Na+].[Na+].[CH3:20][O:21][C:22]1[CH:27]=[CH:26][C:25]([N:28]=[C:29]=[O:30])=[CH:24][CH:23]=1, predict the reaction product.